From a dataset of Catalyst prediction with 721,799 reactions and 888 catalyst types from USPTO. Predict which catalyst facilitates the given reaction. (1) Reactant: [H-].[H-].[H-].[H-].[Li+].[Al+3].[CH3:7][N:8]1[C:15](=O)[CH:14]2[NH:17][CH:10]([CH2:11][CH2:12][CH2:13]2)[C:9]1=O.Cl. Product: [CH3:7][N:8]1[CH2:15][CH:14]2[NH:17][CH:10]([CH2:11][CH2:12][CH2:13]2)[CH2:9]1. The catalyst class is: 116. (2) Reactant: C([N:3]([CH2:6][CH2:7][O:8][CH2:9][C:10]([OH:13])([CH3:12])[CH3:11])C=O)=O.[ClH:14]. Product: [ClH:14].[NH2:3][CH2:6][CH2:7][O:8][CH2:9][C:10]([CH3:12])([OH:13])[CH3:11]. The catalyst class is: 8.